This data is from Forward reaction prediction with 1.9M reactions from USPTO patents (1976-2016). The task is: Predict the product of the given reaction. (1) Given the reactants [CH2:1]([C@@H:5]1[NH:10][CH2:9][C@H:8]([CH2:11][CH:12]([CH3:14])[CH3:13])[NH:7][C:6]1=[O:15])[CH:2]([CH3:4])[CH3:3].[CH3:16][C:17]1[CH:27]=[CH:26][C:20]([CH:21]=[CH:22][C:23](O)=[O:24])=[CH:19][CH:18]=1.C([C@@H]1N(C(=O)/C=C/C2C=CC=CC=2)C[C@H](CC(C)C)NC1=O)C(C)C, predict the reaction product. The product is: [CH2:1]([C@@H:5]1[N:10]([C:23](=[O:24])[CH:22]=[CH:21][C:20]2[CH:26]=[CH:27][C:17]([CH3:16])=[CH:18][CH:19]=2)[CH2:9][C@H:8]([CH2:11][CH:12]([CH3:14])[CH3:13])[NH:7][C:6]1=[O:15])[CH:2]([CH3:4])[CH3:3]. (2) Given the reactants Cl.[C@@H:2]12[CH:7]([CH2:8][NH:9][C:10]3[C:15]([C:16]4[CH:21]=[CH:20][C:19]([O:22][C:23]5[CH:28]=[CH:27][CH:26]=[CH:25][CH:24]=5)=[CH:18][CH:17]=4)=[C:14]([NH2:29])[N:13]=[CH:12][N:11]=3)[C@@H:6]1[CH2:5][NH:4][CH2:3]2.N1C=CC=CC=1.[C:36](Cl)(=[O:39])[CH:37]=[CH2:38].C(Cl)Cl, predict the reaction product. The product is: [NH2:29][C:14]1[N:13]=[CH:12][N:11]=[C:10]([NH:9][CH2:8][CH:7]2[C@@H:6]3[C@H:2]2[CH2:3][N:4]([C:36](=[O:39])[CH:37]=[CH2:38])[CH2:5]3)[C:15]=1[C:16]1[CH:17]=[CH:18][C:19]([O:22][C:23]2[CH:24]=[CH:25][CH:26]=[CH:27][CH:28]=2)=[CH:20][CH:21]=1. (3) Given the reactants [N+:1]([C:4]1[CH:5]=[N:6][C:7]2[C:12]([C:13]=1[NH:14][CH:15]([CH3:22])[CH2:16][C:17]([O:19][CH2:20][CH3:21])=[O:18])=[CH:11][CH:10]=[CH:9][CH:8]=2)([O-])=O, predict the reaction product. The product is: [NH2:1][C:4]1[CH:5]=[N:6][C:7]2[C:12]([C:13]=1[NH:14][CH:15]([CH3:22])[CH2:16][C:17]([O:19][CH2:20][CH3:21])=[O:18])=[CH:11][CH:10]=[CH:9][CH:8]=2. (4) Given the reactants [NH2:1][C@:2]12[CH2:37][CH2:36][C@@H:35]([C:38]([CH3:40])=[CH2:39])[C@@H:3]1[C@@H:4]1[C@@:17]([CH3:20])([CH2:18][CH2:19]2)[C@@:16]2([CH3:21])[C@@H:7]([C@:8]3([CH3:34])[C@@H:13]([CH2:14][CH2:15]2)[C:12]([CH3:23])([CH3:22])[C:11]([C:24]2[CH2:29][CH2:28][C:27]([C:30]([O:32][CH3:33])=[O:31])=[CH:26][CH:25]=2)=[CH:10][CH2:9]3)[CH2:6][CH2:5]1.[CH:41]([S:43]([C:46]1[CH:51]=[CH:50][CH:49]=[CH:48][CH:47]=1)(=[O:45])=[O:44])=[CH2:42], predict the reaction product. The product is: [CH3:20][C@:17]12[C@@:16]3([CH3:21])[C@@H:7]([C@:8]4([CH3:34])[C@@H:13]([CH2:14][CH2:15]3)[C:12]([CH3:22])([CH3:23])[C:11]([C:24]3[CH2:29][CH2:28][C:27]([C:30]([O:32][CH3:33])=[O:31])=[CH:26][CH:25]=3)=[CH:10][CH2:9]4)[CH2:6][CH2:5][C@@H:4]1[C@H:3]1[C@H:35]([C:38]([CH3:40])=[CH2:39])[CH2:36][CH2:37][C@:2]1([NH:1][CH2:42][CH2:41][S:43]([C:46]1[CH:51]=[CH:50][CH:49]=[CH:48][CH:47]=1)(=[O:44])=[O:45])[CH2:19][CH2:18]2. (5) The product is: [OH:20][C:24]1[C:25]([CH3:32])=[CH:26][C:21]([CH3:31])=[CH:22][C:23]=1[C:4]1[C:3]([C:14]2[CH:15]=[C:16]([CH3:18])[CH:17]=[C:12]([CH3:11])[C:13]=2[OH:19])=[C:2]([CH3:1])[CH:9]=[CH:8][C:5]=1[CH:6]=[O:7]. Given the reactants [CH:1](=O)[C:2]1[CH:9]=[CH:8][C:5]([CH:6]=[O:7])=[CH:4][CH:3]=1.[CH3:11][C:12]1[CH:17]=[C:16]([CH3:18])[CH:15]=[CH:14][C:13]=1[OH:19].[OH2:20].[C:21]1([CH3:31])[CH:26]=[CH:25][C:24](S(O)(=O)=O)=[CH:23][CH:22]=1.[C:32]1(C)C(C)=CC=CC=1, predict the reaction product.